This data is from Forward reaction prediction with 1.9M reactions from USPTO patents (1976-2016). The task is: Predict the product of the given reaction. Given the reactants [OH:1][CH:2]([C:23]1[CH:28]=[CH:27][N:26]=[CH:25][CH:24]=1)[CH:3]([NH:15]C(=O)OC(C)(C)C)[CH2:4][C:5]1[CH:10]=[CH:9][C:8]([C:11]([F:14])([F:13])[F:12])=[CH:7][CH:6]=1.FC(F)(F)C(O)=O, predict the reaction product. The product is: [NH2:15][CH:3]([CH2:4][C:5]1[CH:10]=[CH:9][C:8]([C:11]([F:14])([F:12])[F:13])=[CH:7][CH:6]=1)[CH:2]([C:23]1[CH:28]=[CH:27][N:26]=[CH:25][CH:24]=1)[OH:1].